Dataset: Forward reaction prediction with 1.9M reactions from USPTO patents (1976-2016). Task: Predict the product of the given reaction. Given the reactants [C:1]([O:5][C:6]([N:8]1[CH2:11][C:10]([NH2:17])([CH2:12][C:13]([O:15][CH3:16])=[O:14])[CH2:9]1)=[O:7])([CH3:4])([CH3:3])[CH3:2].[CH2:18](N(CC)CC)C.[CH2:25]([O:27][C:28](=[O:33])[CH2:29][C:30](Cl)=[O:31])C.Cl, predict the reaction product. The product is: [C:1]([O:5][C:6]([N:8]1[CH2:9][C:10]([CH2:12][C:13]([O:15][CH2:16][CH3:18])=[O:14])([NH:17][C:30](=[O:31])[CH2:29][C:28]([O:27][CH3:25])=[O:33])[CH2:11]1)=[O:7])([CH3:3])([CH3:4])[CH3:2].